Dataset: Catalyst prediction with 721,799 reactions and 888 catalyst types from USPTO. Task: Predict which catalyst facilitates the given reaction. (1) Reactant: [CH3:1][Mg]Br.[CH3:4][N:5]1[C:13]2[C:8](=[N:9][C:10]([C:21]#[N:22])=[C:11]([N:14]3[CH2:20][C:16]4([CH2:19][O:18][CH2:17]4)[CH2:15]3)[CH:12]=2)[CH:7]=[CH:6]1.[BH4-].[Na+].O. Product: [CH3:4][N:5]1[C:13]2[C:8](=[N:9][C:10]([CH:21]([NH2:22])[CH3:1])=[C:11]([N:14]3[CH2:20][C:16]4([CH2:19][O:18][CH2:17]4)[CH2:15]3)[CH:12]=2)[CH:7]=[CH:6]1. The catalyst class is: 1. (2) Reactant: [CH:1]([NH:4][S:5]([C:8]1[CH:9]=[C:10]2[C:15](=[CH:16][CH:17]=1)[NH:14][CH:13]([C:18]1[CH:23]=[CH:22][CH:21]=[C:20](Br)[CH:19]=1)[CH2:12][C:11]2([CH3:26])[CH3:25])(=[O:7])=[O:6])([CH3:3])[CH3:2].Cl.CN(C)CC(O)=O.C(=O)([O-])[O-].[K+].[K+].[NH:41]1[CH2:46][CH2:45][O:44][CH2:43][CH2:42]1. The catalyst class is: 156. Product: [CH:1]([NH:4][S:5]([C:8]1[CH:9]=[C:10]2[C:15](=[CH:16][CH:17]=1)[NH:14][CH:13]([C:18]1[CH:23]=[CH:22][CH:21]=[C:20]([N:41]3[CH2:46][CH2:45][O:44][CH2:43][CH2:42]3)[CH:19]=1)[CH2:12][C:11]2([CH3:26])[CH3:25])(=[O:7])=[O:6])([CH3:3])[CH3:2]. (3) Reactant: [NH:1]1[CH2:6][CH2:5][O:4][CH2:3][CH:2]1[CH2:7][OH:8].[CH2:9]=O. Product: [CH3:9][N:1]1[CH2:6][CH2:5][O:4][CH2:3][CH:2]1[CH2:7][OH:8]. The catalyst class is: 19.